This data is from Forward reaction prediction with 1.9M reactions from USPTO patents (1976-2016). The task is: Predict the product of the given reaction. (1) Given the reactants [CH3:1][N:2]1[CH2:7][CH2:6][N:5]([C:8]2[CH:20]=[CH:19][C:18]3[C:17]4[C:12](=[CH:13][C:14]([N:21]5[CH2:26][CH2:25][N:24]([CH3:27])[CH2:23][CH2:22]5)=[CH:15][CH:16]=4)[C:11](=[O:28])[C:10]=3[CH:9]=2)[CH2:4][CH2:3]1.O.[C:30]1([CH3:40])[CH:35]=[CH:34][C:33]([S:36]([OH:39])(=[O:38])=[O:37])=[CH:32][CH:31]=1, predict the reaction product. The product is: [C:30]1([CH3:40])[CH:31]=[CH:32][C:33]([S:36]([OH:39])(=[O:37])=[O:38])=[CH:34][CH:35]=1.[C:30]1([CH3:40])[CH:31]=[CH:32][C:33]([S:36]([OH:39])(=[O:37])=[O:38])=[CH:34][CH:35]=1.[CH3:1][N:2]1[CH2:7][CH2:6][N:5]([C:8]2[CH:20]=[CH:19][C:18]3[C:17]4[C:12](=[CH:13][C:14]([N:21]5[CH2:22][CH2:23][N:24]([CH3:27])[CH2:25][CH2:26]5)=[CH:15][CH:16]=4)[C:11](=[O:28])[C:10]=3[CH:9]=2)[CH2:4][CH2:3]1. (2) Given the reactants Cl.[NH2:2][C@H:3]([C:21]([N:23]1[CH2:62][CH2:61][CH2:60][C@H:24]1[C:25]([NH:27][C@H:28]([C:30]([NH:32][C@H:33]([C:50]([O:52][CH2:53][C:54]1[CH:59]=[CH:58][CH:57]=[CH:56][CH:55]=1)=[O:51])[CH2:34][CH2:35][CH2:36][CH2:37][NH:38][C:39]([O:41][CH2:42][C:43]1[CH:49]=[CH:48][CH:47]=[CH:46][C:44]=1[Cl:45])=[O:40])=[O:31])[CH3:29])=[O:26])=[O:22])[CH2:4][CH2:5][CH2:6][NH:7][C:8](=[NH:20])[NH:9][S:10]([C:13]1[CH:19]=[CH:18][C:16]([CH3:17])=[CH:15][CH:14]=1)(=[O:12])=[O:11].[NH:63]([C:69]([O:71][C:72]([CH3:75])([CH3:74])[CH3:73])=[O:70])[C@H:64]([C:66](O)=[O:67])[CH3:65].ON1C2C=CC=CC=2N=N1.C1(N=C=NC2CCCCC2)CCCCC1, predict the reaction product. The product is: [NH:63]([C:69]([O:71][C:72]([CH3:73])([CH3:75])[CH3:74])=[O:70])[C@H:64]([C:66]([NH:2][C@H:3]([C:21]([N:23]1[CH2:62][CH2:61][CH2:60][C@H:24]1[C:25]([NH:27][C@H:28]([C:30]([NH:32][C@H:33]([C:50]([O:52][CH2:53][C:54]1[CH:59]=[CH:58][CH:57]=[CH:56][CH:55]=1)=[O:51])[CH2:34][CH2:35][CH2:36][CH2:37][NH:38][C:39]([O:41][CH2:42][C:43]1[CH:49]=[CH:48][CH:47]=[CH:46][C:44]=1[Cl:45])=[O:40])=[O:31])[CH3:29])=[O:26])=[O:22])[CH2:4][CH2:5][CH2:6][NH:7][C:8](=[NH:20])[NH:9][S:10]([C:13]1[CH:14]=[CH:15][C:16]([CH3:17])=[CH:18][CH:19]=1)(=[O:11])=[O:12])=[O:67])[CH3:65].